Dataset: Experimentally validated miRNA-target interactions with 360,000+ pairs, plus equal number of negative samples. Task: Binary Classification. Given a miRNA mature sequence and a target amino acid sequence, predict their likelihood of interaction. The miRNA is mmu-miR-9-5p with sequence UCUUUGGUUAUCUAGCUGUAUGA. The protein sequence of the target gene is MARPRPREYKAGDLVFAKMKGYPHWPARIDELPEGAVKPPANKYPIFFFGTHETAFLGPKDLFPYKEYKDKFGKSNKRKGFNEGLWEIENNPGVKFTGYQTIQQQSSSETEGEGGNTADASSEEEGDRVEDGKGKRKNEKGGSKRKKSYTSKKSSKQSRKSPGDEDDKDCKEEENKSSSEGGDAGNDTRNTTADLQKAGEGT. Result: 1 (interaction).